Task: Predict the product of the given reaction.. Dataset: Forward reaction prediction with 1.9M reactions from USPTO patents (1976-2016) (1) The product is: [OH:12][C:13]1[N:1]([C:3]2[CH:8]=[C:7]([C:9]#[N:10])[CH:6]=[CH:5][N:4]=2)[N:2]=[C:15]([CH2:16][O:18][CH3:19])[CH:14]=1. Given the reactants [NH:1]([C:3]1[CH:8]=[C:7]([C:9]#[N:10])[CH:6]=[CH:5][N:4]=1)[NH2:2].C[O:12][CH2:13][C:14](=O)[CH2:15][C:16]([O:18][CH3:19])=O, predict the reaction product. (2) Given the reactants [CH2:1]([NH:3][C:4]([C:6]1([CH2:19][CH2:20][CH2:21][CH2:22]Br)[C:18]2[CH:17]=[CH:16][CH:15]=[CH:14][C:13]=2[C:12]2[C:7]1=[CH:8][CH:9]=[CH:10][CH:11]=2)=[O:5])[CH3:2].[N:24]1([C:30]2[CH:39]=[CH:38][C:37]3[C:32](=[CH:33][CH:34]=[CH:35][CH:36]=3)[N:31]=2)[CH2:29][CH2:28][NH:27][CH2:26][CH2:25]1, predict the reaction product. The product is: [CH2:1]([NH:3][C:4]([C:6]1([CH2:19][CH2:20][CH2:21][CH2:22][N:27]2[CH2:28][CH2:29][N:24]([C:30]3[CH:39]=[CH:38][C:37]4[C:32](=[CH:33][CH:34]=[CH:35][CH:36]=4)[N:31]=3)[CH2:25][CH2:26]2)[C:18]2[CH:17]=[CH:16][CH:15]=[CH:14][C:13]=2[C:12]2[C:7]1=[CH:8][CH:9]=[CH:10][CH:11]=2)=[O:5])[CH3:2].